From a dataset of Full USPTO retrosynthesis dataset with 1.9M reactions from patents (1976-2016). Predict the reactants needed to synthesize the given product. (1) Given the product [CH3:13][O:14][CH2:15][CH2:16][O:10][C:7]1[CH:8]=[CH:9][C:4]([N+:1]([O-:3])=[O:2])=[CH:5][CH:6]=1, predict the reactants needed to synthesize it. The reactants are: [N+:1]([C:4]1[CH:9]=[CH:8][C:7]([OH:10])=[CH:6][CH:5]=1)([O-:3])=[O:2].[H-].[Na+].[CH3:13][O:14][CH2:15][CH2:16]Br. (2) The reactants are: Br[CH2:2][C:3]1[S:18][C:6]2[N:7]([CH2:14][CH:15]([CH3:17])[CH3:16])[C:8](=[O:13])[N:9]([CH3:12])[C:10](=[O:11])[C:5]=2[C:4]=1[C:19]([O:21][CH3:22])=[O:20].[C:23]1([NH:29][NH2:30])[CH:28]=[CH:27][CH:26]=[CH:25][CH:24]=1. Given the product [CH3:2][C:3]1[C:4]([CH2:2][C:3]2[S:18][C:6]3[N:7]([CH2:14][CH:15]([CH3:17])[CH3:16])[C:8](=[O:13])[N:9]([CH3:12])[C:10](=[O:11])[C:5]=3[C:4]=2[C:19]([O:21][CH3:22])=[O:20])=[C:5]([CH3:6])[N:29]([C:23]2[CH:28]=[CH:27][CH:26]=[CH:25][CH:24]=2)[N:30]=1, predict the reactants needed to synthesize it. (3) Given the product [CH3:39][C@H:36]1[C:35](=[O:40])[NH:34][C:22]2[CH:23]=[N:24][N:25]([CH2:26][O:27][CH2:28][CH2:29][Si:30]([CH3:33])([CH3:31])[CH3:32])[C:21]=2[C:19]2[CH:18]=[CH:17][N:16]=[C:15]([CH:20]=2)[C@@H:11]([NH:10][C:9](=[O:41])[O:8][CH2:1][C:2]2[CH:3]=[CH:4][CH:5]=[CH:6][CH:7]=2)[CH2:12][CH:13]=[CH:37]1, predict the reactants needed to synthesize it. The reactants are: [CH2:1]([O:8][C:9](=[O:41])[NH:10][C@H:11]([C:15]1[CH:20]=[C:19]([C:21]2[N:25]([CH2:26][O:27][CH2:28][CH2:29][Si:30]([CH3:33])([CH3:32])[CH3:31])[N:24]=[CH:23][C:22]=2[NH:34][C:35](=[O:40])[C@H:36]([CH3:39])[CH:37]=C)[CH:18]=[CH:17][N:16]=1)[CH2:12][CH:13]=C)[C:2]1[CH:7]=[CH:6][CH:5]=[CH:4][CH:3]=1.